From a dataset of Full USPTO retrosynthesis dataset with 1.9M reactions from patents (1976-2016). Predict the reactants needed to synthesize the given product. (1) Given the product [Cl:1][C:2]1[CH:3]=[C:4]([S:8]([NH:11][C:12]2[CH:20]=[CH:19][C:15]([C:16]([O:18][CH2:41][CH2:42][CH2:43][N:44]3[CH:48]=[CH:47][CH:46]=[CH:45]3)=[O:17])=[C:14]([OH:21])[CH:13]=2)(=[O:9])=[O:10])[S:5][C:6]=1[Cl:7], predict the reactants needed to synthesize it. The reactants are: [Cl:1][C:2]1[CH:3]=[C:4]([S:8]([NH:11][C:12]2[CH:20]=[CH:19][C:15]([C:16]([OH:18])=[O:17])=[C:14]([OH:21])[CH:13]=2)(=[O:10])=[O:9])[S:5][C:6]=1[Cl:7].C(N1C=CN=C1)(N1C=CN=C1)=O.N1C=CC=CC=1.O[CH2:41][CH2:42][CH2:43][N:44]1[CH:48]=[CH:47][CH:46]=[CH:45]1. (2) Given the product [F:1][C:2]1[CH:3]=[N:4][N:5]([CH3:16])[C:6]=1[C:7]1[CH:8]=[C:9]([C:12]([OH:14])=[O:13])[S:10][CH:11]=1, predict the reactants needed to synthesize it. The reactants are: [F:1][C:2]1[CH:3]=[N:4][N:5]([CH3:16])[C:6]=1[C:7]1[CH:8]=[C:9]([C:12]([O:14]C)=[O:13])[S:10][CH:11]=1.Cl. (3) Given the product [CH3:11][O:12][C:13]1[CH:14]=[C:15]2[C:19](=[CH:20][C:21]=1[O:22][CH3:23])[N:18]([C:7]1[CH:8]=[CH:9][C:4]([N+:1]([O-:3])=[O:2])=[CH:5][CH:6]=1)[CH2:17][CH2:16]2, predict the reactants needed to synthesize it. The reactants are: [N+:1]([C:4]1[CH:9]=[CH:8][C:7](F)=[CH:6][CH:5]=1)([O-:3])=[O:2].[CH3:11][O:12][C:13]1[CH:14]=[C:15]2[C:19](=[CH:20][C:21]=1[O:22][CH3:23])[NH:18][CH2:17][CH2:16]2.C(=O)([O-])O.[Na+]. (4) Given the product [CH3:10][O:9][C:7]1[CH:6]=[C:5]([CH:11]=[C:12]([C:16]2[CH:21]=[CH:20][C:19]([O:22][C:23]3[CH:28]=[CH:27][C:26]([CH2:29][CH2:30][C:31](=[O:36])[NH:32][C:33]([NH2:35])=[O:34])=[CH:25][CH:24]=3)=[CH:18][CH:17]=2)[C:13]([N:39]([CH3:40])[CH3:37])=[O:15])[CH:4]=[C:3]([O:2][CH3:1])[CH:8]=1, predict the reactants needed to synthesize it. The reactants are: [CH3:1][O:2][C:3]1[CH:4]=[C:5]([CH:11]=[C:12]([C:16]2[CH:21]=[CH:20][C:19]([O:22][C:23]3[CH:28]=[CH:27][C:26]([CH2:29][CH2:30][C:31](=[O:36])[NH:32][C:33]([NH2:35])=[O:34])=[CH:25][CH:24]=3)=[CH:18][CH:17]=2)[C:13]([OH:15])=O)[CH:6]=[C:7]([O:9][CH3:10])[CH:8]=1.[C:37](N1C=CN=C1)([N:39]1C=CN=[CH:40]1)=O.CNC.C1COCC1. (5) Given the product [ClH:1].[ClH:1].[C@H:6]1([NH2:5])[CH2:7][CH2:8][C@@H:3]([NH2:4])[CH2:9]1, predict the reactants needed to synthesize it. The reactants are: [ClH:1].Cl.[CH:3]12[CH2:9][CH:6]([CH2:7][CH2:8]1)[NH:5][NH:4]2. (6) Given the product [C:20]([O:19][C:17]([NH:1][CH:2]([CH2:6][CH2:7][CH2:8][CH3:9])[C:3]([OH:5])=[O:4])=[O:18])([CH3:23])([CH3:22])[CH3:21], predict the reactants needed to synthesize it. The reactants are: [NH2:1][CH:2]([CH2:6][CH2:7][CH2:8][CH3:9])[C:3]([OH:5])=[O:4].C(N(CC)CC)C.[C:17](O[C:17]([O:19][C:20]([CH3:23])([CH3:22])[CH3:21])=[O:18])([O:19][C:20]([CH3:23])([CH3:22])[CH3:21])=[O:18]. (7) Given the product [S:20]1[CH:21]=[CH:22][CH:23]=[C:19]1[C:16]1[S:17][CH:18]=[C:14]([C@@H:12]([NH:13][C:29]([NH2:33])=[S:30])[CH2:11][C:8]2[CH:7]=[CH:6][C:5]([N+:2]([O-:4])=[O:3])=[CH:10][CH:9]=2)[N:15]=1, predict the reactants needed to synthesize it. The reactants are: Br.[N+:2]([C:5]1[CH:10]=[CH:9][C:8]([CH2:11][C@@H:12]([C:14]2[N:15]=[C:16]([C:19]3[S:20][CH:21]=[CH:22][CH:23]=3)[S:17][CH:18]=2)[NH2:13])=[CH:7][CH:6]=1)([O-:4])=[O:3].C([O-])([O-])=O.[Ca+2].[C:29](Cl)(Cl)=[S:30].[NH3:33].